Dataset: NCI-60 drug combinations with 297,098 pairs across 59 cell lines. Task: Regression. Given two drug SMILES strings and cell line genomic features, predict the synergy score measuring deviation from expected non-interaction effect. (1) Drug 1: CC(C)(C#N)C1=CC(=CC(=C1)CN2C=NC=N2)C(C)(C)C#N. Drug 2: COC1=C2C(=CC3=C1OC=C3)C=CC(=O)O2. Cell line: HCT-15. Synergy scores: CSS=-4.13, Synergy_ZIP=8.57, Synergy_Bliss=8.52, Synergy_Loewe=-2.63, Synergy_HSA=-3.72. (2) Synergy scores: CSS=0.763, Synergy_ZIP=-0.810, Synergy_Bliss=-1.61, Synergy_Loewe=-2.75, Synergy_HSA=-2.35. Cell line: MDA-MB-435. Drug 1: CC1C(C(CC(O1)OC2CC(CC3=C2C(=C4C(=C3O)C(=O)C5=C(C4=O)C(=CC=C5)OC)O)(C(=O)CO)O)N)O.Cl. Drug 2: C1=NNC2=C1C(=O)NC=N2.